Dataset: Full USPTO retrosynthesis dataset with 1.9M reactions from patents (1976-2016). Task: Predict the reactants needed to synthesize the given product. Given the product [CH:23]([C@H:36]1[N:41]2[CH2:42][C:43](=[O:45])[CH2:44][C@H:40]2[CH2:39][N:38]([C:46]([O:48][C:49]([CH3:52])([CH3:51])[CH3:50])=[O:47])[CH2:37]1)([C:30]1[CH:31]=[CH:32][CH:33]=[CH:34][CH:35]=1)[C:24]1[CH:29]=[CH:28][CH:27]=[CH:26][CH:25]=1, predict the reactants needed to synthesize it. The reactants are: CC(OI1(OC(C)=O)(OC(C)=O)OC(=O)C2C1=CC=CC=2)=O.[CH:23]([C@H:36]1[N:41]2[CH2:42][C@H:43]([OH:45])[CH2:44][C@H:40]2[CH2:39][N:38]([C:46]([O:48][C:49]([CH3:52])([CH3:51])[CH3:50])=[O:47])[CH2:37]1)([C:30]1[CH:35]=[CH:34][CH:33]=[CH:32][CH:31]=1)[C:24]1[CH:29]=[CH:28][CH:27]=[CH:26][CH:25]=1.S([O-])([O-])(=O)=S.[Na+].[Na+].